From a dataset of Reaction yield outcomes from USPTO patents with 853,638 reactions. Predict the reaction yield, written as a fraction of the theoretical maximum amount of product (1.0 means a 100% yield; for example, 0.34 means a 34% yield). (1) The reactants are [CH2:1]([C@H:8]([NH:48]C(=O)OC(C)(C)C)[C@@H:9]([OH:47])[CH2:10][C@H:11]([NH:25][C:26](=[O:46])[C@@H:27]([N:32]1[CH2:36][CH2:35][N:34]([CH2:37][C:38]2[CH:43]=[CH:42][CH:41]=[C:40]([CH3:44])[N:39]=2)[C:33]1=[O:45])[C:28]([CH3:31])([CH3:30])[CH3:29])[CH2:12][C:13]1[CH:18]=[CH:17][C:16]([C:19]2[CH:24]=[CH:23][CH:22]=[CH:21][N:20]=2)=[CH:15][CH:14]=1)[C:2]1[CH:7]=[CH:6][CH:5]=[CH:4][CH:3]=1.FC(F)(F)C(O)=O.[CH3:63][O:64][C:65]([NH:67][C@@H:68]([C:72]([CH3:75])([CH3:74])[CH3:73])[C:69]([OH:71])=O)=[O:66].CCOP(ON1N=NC2C=CC=CC=2C1=O)(OCC)=O.C(N(CC)C(C)C)(C)C. The catalyst is ClCCl.C1COCC1. The product is [CH2:1]([C@H:8]([NH:48][C:69]([C@@H:68]([NH:67][C:65](=[O:66])[O:64][CH3:63])[C:72]([CH3:75])([CH3:74])[CH3:73])=[O:71])[C@@H:9]([OH:47])[CH2:10][C@H:11]([NH:25][C:26](=[O:46])[C@@H:27]([N:32]1[CH2:36][CH2:35][N:34]([CH2:37][C:38]2[CH:43]=[CH:42][CH:41]=[C:40]([CH3:44])[N:39]=2)[C:33]1=[O:45])[C:28]([CH3:31])([CH3:30])[CH3:29])[CH2:12][C:13]1[CH:14]=[CH:15][C:16]([C:19]2[CH:24]=[CH:23][CH:22]=[CH:21][N:20]=2)=[CH:17][CH:18]=1)[C:2]1[CH:3]=[CH:4][CH:5]=[CH:6][CH:7]=1. The yield is 0.480. (2) The reactants are C[O:2][C:3](=[O:31])[CH2:4][C:5]1[C:14]([CH3:15])=[C:13]([CH:16]2[CH2:21][CH2:20][N:19]([S:22]([CH:25]3[CH2:29][CH2:28][CH2:27][CH2:26]3)(=[O:24])=[O:23])[CH2:18][CH2:17]2)[C:12]2[C:7](=[CH:8][CH:9]=[C:10]([F:30])[CH:11]=2)[CH:6]=1.O.[OH-].[Li+]. The catalyst is C1COCC1.O. The product is [CH:25]1([S:22]([N:19]2[CH2:20][CH2:21][CH:16]([C:13]3[C:12]4[C:7](=[CH:8][CH:9]=[C:10]([F:30])[CH:11]=4)[CH:6]=[C:5]([CH2:4][C:3]([OH:31])=[O:2])[C:14]=3[CH3:15])[CH2:17][CH2:18]2)(=[O:23])=[O:24])[CH2:26][CH2:27][CH2:28][CH2:29]1. The yield is 0.300. (3) The reactants are [CH3:1][C:2]1[N:7]=[C:6]2[S:8][C:9]3[CH2:13][CH2:12][CH2:11][C:10]=3[C:5]2=[C:4]([C:14]2[CH:19]=[CH:18][C:17]([C:20]([F:23])([F:22])[F:21])=[CH:16][CH:15]=2)[C:3]=1[CH:24]([CH2:29][CH2:30][CH3:31])[C:25]([O:27]C)=[O:26].[OH-].[Na+]. The catalyst is CO.C(O)C. The product is [CH3:1][C:2]1[N:7]=[C:6]2[S:8][C:9]3[CH2:13][CH2:12][CH2:11][C:10]=3[C:5]2=[C:4]([C:14]2[CH:15]=[CH:16][C:17]([C:20]([F:23])([F:21])[F:22])=[CH:18][CH:19]=2)[C:3]=1[CH:24]([CH2:29][CH2:30][CH3:31])[C:25]([OH:27])=[O:26]. The yield is 0.460. (4) The reactants are [OH:1][C:2]1[CH:3]=[C:4]([CH2:9][C@H:10]([NH:22][C:23]([O:25][C:26]([CH3:29])([CH3:28])[CH3:27])=[O:24])[C:11]([O:13][C@H:14]([CH3:21])[C@H:15]([O:17][C:18](=[O:20])[CH3:19])[CH3:16])=[O:12])[CH:5]=[CH:6][C:7]=1[OH:8].Cl[C:31]([O:33][CH2:34][CH3:35])=[O:32].C(N(CC)CC)C.[C:43]([O:46][CH2:47][CH3:48])(=[O:45])C. The catalyst is ClCCl.CCCCCC. The product is [CH2:34]([O:33][C:31]([O:1][C:2]1[CH:3]=[C:4]([CH2:9][C@H:10]([NH:22][C:23]([O:25][C:26]([CH3:27])([CH3:28])[CH3:29])=[O:24])[C:11]([O:13][C@H:14]([CH3:21])[C@H:15]([O:17][C:18](=[O:20])[CH3:19])[CH3:16])=[O:12])[CH:5]=[CH:6][C:7]=1[O:8][C:43]([O:46][CH2:47][CH3:48])=[O:45])=[O:32])[CH3:35]. The yield is 0.900. (5) The reactants are [C:1]([O:9][C@@H:10]1[C@@H:33]([O:34][C:35](=[O:42])[C:36]2[CH:41]=[CH:40][CH:39]=[CH:38][CH:37]=2)[C@H:32]([O:43][C:44](=[O:51])[C:45]2[CH:50]=[CH:49][CH:48]=[CH:47][CH:46]=2)[C@@H:31]([C@@H:52]([CH3:62])[O:53][C:54](=[O:61])[C:55]2[CH:60]=[CH:59][CH:58]=[CH:57][CH:56]=2)[O:30][C@H:11]1[O:12][C:13]1[CH:18]=[C:17]([CH:19]=[O:20])[CH:16]=[CH:15][C:14]=1[CH2:21][C:22]1[CH:27]=[CH:26][C:25]([O:28][CH3:29])=[CH:24][CH:23]=1)(=[O:8])[C:2]1[CH:7]=[CH:6][CH:5]=[CH:4][CH:3]=1.[CH3:63][Mg]Br.[Cl-].[NH4+].C(OCC)(=O)C. The catalyst is O1CCCC1. The product is [C:1]([O:9][C@@H:10]1[C@@H:33]([O:34][C:35](=[O:42])[C:36]2[CH:41]=[CH:40][CH:39]=[CH:38][CH:37]=2)[C@H:32]([O:43][C:44](=[O:51])[C:45]2[CH:46]=[CH:47][CH:48]=[CH:49][CH:50]=2)[C@@H:31]([C@@H:52]([CH3:62])[O:53][C:54](=[O:61])[C:55]2[CH:60]=[CH:59][CH:58]=[CH:57][CH:56]=2)[O:30][C@H:11]1[O:12][C:13]1[CH:18]=[C:17]([CH:19]([OH:20])[CH3:63])[CH:16]=[CH:15][C:14]=1[CH2:21][C:22]1[CH:23]=[CH:24][C:25]([O:28][CH3:29])=[CH:26][CH:27]=1)(=[O:8])[C:2]1[CH:3]=[CH:4][CH:5]=[CH:6][CH:7]=1. The yield is 0.710. (6) The reactants are [F:1][C:2]([F:36])([F:35])[C:3]1[N:8]=[CH:7][C:6]([NH:9][C:10]([C:12]2[CH:34]=[CH:33][C:15]([O:16][C:17]3[CH:26]=[C:25]4[C:20]([CH:21]([C:27]([O:29]C)=[O:28])[CH2:22][CH2:23][O:24]4)=[CH:19][C:18]=3[C:31]#[N:32])=[CH:14][CH:13]=2)=[O:11])=[CH:5][CH:4]=1.[OH-].[Na+].CO. The catalyst is C1COCC1.C(OCC)(=O)C.Cl. The product is [F:36][C:2]([F:1])([F:35])[C:3]1[N:8]=[CH:7][C:6]([NH:9][C:10]([C:12]2[CH:13]=[CH:14][C:15]([O:16][C:17]3[CH:26]=[C:25]4[C:20]([CH:21]([C:27]([OH:29])=[O:28])[CH2:22][CH2:23][O:24]4)=[CH:19][C:18]=3[C:31]#[N:32])=[CH:33][CH:34]=2)=[O:11])=[CH:5][CH:4]=1. The yield is 0.219. (7) The reactants are [CH3:1][N:2]1[C:10]2[C:5](=[CH:6][CH:7]=[CH:8][CH:9]=2)[C:4]([C:11]2[C:12](=[O:32])[O:13][C:14](=O)[C:15]=2[C:16]2[CH:21]=[CH:20][CH:19]=[C:18]([O:22][CH2:23][CH2:24][N:25]3[CH2:30][CH2:29][O:28][CH2:27][CH2:26]3)[CH:17]=2)=[CH:3]1.[OH-].[NH4+:34]. The catalyst is CN(C=O)C.O.CO.C(Cl)Cl. The product is [NH4+:2].[OH-:13].[CH3:1][N:2]1[C:10]2[C:5](=[CH:6][CH:7]=[CH:8][CH:9]=2)[C:4]([C:11]2[C:12](=[O:32])[NH:34][C:14](=[O:13])[C:15]=2[C:16]2[CH:21]=[CH:20][CH:19]=[C:18]([O:22][CH2:23][CH2:24][N:25]3[CH2:30][CH2:29][O:28][CH2:27][CH2:26]3)[CH:17]=2)=[CH:3]1. The yield is 0.100.